From a dataset of Full USPTO retrosynthesis dataset with 1.9M reactions from patents (1976-2016). Predict the reactants needed to synthesize the given product. (1) Given the product [Cl:1][C:2]1[C:7]([C:8]2[CH:37]=[N:36][C:35]([CH3:38])=[CH:34][C:33]=2[Cl:39])=[CH:6][C:5]([S:17]([N:20]([C:22]2[CH:27]=[CH:26][CH:25]=[CH:24][C:23]=2[O:28][CH3:29])[CH3:21])(=[O:19])=[O:18])=[C:4]([F:30])[CH:3]=1, predict the reactants needed to synthesize it. The reactants are: [Cl:1][C:2]1[C:7]([CH:8]2OC(C)(C)C(C)(C)O2)=[CH:6][C:5]([S:17]([N:20]([C:22]2[CH:27]=[CH:26][CH:25]=[CH:24][C:23]=2[O:28][CH3:29])[CH3:21])(=[O:19])=[O:18])=[C:4]([F:30])[CH:3]=1.BrC1[C:33]([Cl:39])=[CH:34][C:35]([CH3:38])=[N:36][CH:37]=1.C([O-])([O-])=O.[K+].[K+]. (2) Given the product [CH2:20]([O:14][C:13]([C:12]1[N:8]([C:3]2[CH:4]=[CH:5][CH:6]=[CH:7][C:2]=2[Cl:1])[N:9]=[C:10]([C:16]([F:19])([F:17])[F:18])[CH:11]=1)=[O:15])[CH3:21], predict the reactants needed to synthesize it. The reactants are: [Cl:1][C:2]1[CH:7]=[CH:6][CH:5]=[CH:4][C:3]=1[N:8]1[C:12]([C:13]([OH:15])=[O:14])=[CH:11][C:10]([C:16]([F:19])([F:18])[F:17])=[N:9]1.[CH3:20][CH2:21]N=C=NCCCN(C)C.C(Cl)Cl.